This data is from Reaction yield outcomes from USPTO patents with 853,638 reactions. The task is: Predict the reaction yield, written as a fraction of the theoretical maximum amount of product (1.0 means a 100% yield; for example, 0.34 means a 34% yield). The reactants are N([O-])=O.[Na+].[N:5]1([CH2:11][CH2:12][O:13][C:14]2[CH:25]=[CH:24][C:17]3[N:18]=[C:19](N)[N:20]=[N+:21]([O-:22])[C:16]=3[CH:15]=2)[CH2:10][CH2:9][O:8][CH2:7][CH2:6]1.C([O-])(O)=O.[Na+].CN(C)C1C=CC=CC=1.[ClH:40]. The catalyst is O. The product is [Cl:40][C:19]1[N:20]=[N+:21]([O-:22])[C:16]2[CH:15]=[C:14]([O:13][CH2:12][CH2:11][N:5]3[CH2:10][CH2:9][O:8][CH2:7][CH2:6]3)[CH:25]=[CH:24][C:17]=2[N:18]=1. The yield is 0.530.